The task is: Predict which catalyst facilitates the given reaction.. This data is from Catalyst prediction with 721,799 reactions and 888 catalyst types from USPTO. Reactant: [NH2:1][C:2]1[NH:3][C:4](=[O:19])[C:5]2[N:11]=[C:10]([C:12]3[CH:17]=[CH:16][C:15]([F:18])=[CH:14][CH:13]=3)[CH:9]=[CH:8][C:6]=2[N:7]=1.[C:20](OC(=O)C)(=[O:22])[CH3:21]. Product: [C:20]([NH:1][C:2]1[NH:3][C:4](=[O:19])[C:5]2[N:11]=[C:10]([C:12]3[CH:17]=[CH:16][C:15]([F:18])=[CH:14][CH:13]=3)[CH:9]=[CH:8][C:6]=2[N:7]=1)(=[O:22])[CH3:21]. The catalyst class is: 15.